Predict which catalyst facilitates the given reaction. From a dataset of Catalyst prediction with 721,799 reactions and 888 catalyst types from USPTO. Reactant: Br[C:2]1[N:3]=[C:4]2[C:10]([C:11]([NH:13][C:14]([CH3:17])([CH3:16])[CH3:15])=[O:12])=[CH:9][N:8]([CH2:18][O:19][CH2:20][CH2:21][Si:22]([CH3:25])([CH3:24])[CH3:23])[C:5]2=[N:6][CH:7]=1.[CH3:26][N:27]1[CH:31]=[C:30]([NH2:32])[C:29]([CH3:33])=[N:28]1.CC1(C)C2C(=C(P(C3C=CC=CC=3)C3C=CC=CC=3)C=CC=2)OC2C(P(C3C=CC=CC=3)C3C=CC=CC=3)=CC=CC1=2.C(=O)([O-])[O-].[Cs+].[Cs+]. Product: [C:14]([NH:13][C:11]([C:10]1[C:4]2[C:5](=[N:6][CH:7]=[C:2]([NH:32][C:30]3[C:29]([CH3:33])=[N:28][N:27]([CH3:26])[CH:31]=3)[N:3]=2)[N:8]([CH2:18][O:19][CH2:20][CH2:21][Si:22]([CH3:25])([CH3:24])[CH3:23])[CH:9]=1)=[O:12])([CH3:17])([CH3:16])[CH3:15]. The catalyst class is: 62.